Dataset: Catalyst prediction with 721,799 reactions and 888 catalyst types from USPTO. Task: Predict which catalyst facilitates the given reaction. (1) Reactant: Br[C:2]1[N:6]([S:7]([C:10]2[CH:15]=[CH:14][CH:13]=[CH:12][CH:11]=2)(=[O:9])=[O:8])[C:5]([CH3:16])=[C:4]([CH:17]=[O:18])[CH:3]=1.[N:19]1[CH:24]=[CH:23][CH:22]=[C:21](B(O)O)[CH:20]=1.C(=O)([O-])[O-].[Na+].[Na+]. Product: [CH3:16][C:5]1[N:6]([S:7]([C:10]2[CH:15]=[CH:14][CH:13]=[CH:12][CH:11]=2)(=[O:9])=[O:8])[C:2]([C:21]2[CH:20]=[N:19][CH:24]=[CH:23][CH:22]=2)=[CH:3][C:4]=1[CH:17]=[O:18]. The catalyst class is: 108. (2) Reactant: F[P-](F)(F)(F)(F)F.N1(O[P+](N(C)C)(N(C)C)N(C)C)C2C=CC=CC=2N=N1.[Cl:28][C:29]1[CH:30]=[C:31]2[C:35](=[CH:36][CH:37]=1)[NH:34][C:33]([C:38]([OH:40])=O)=[C:32]2[S:41]([C:44]1[CH:49]=[C:48]([CH3:50])[CH:47]=[C:46]([CH3:51])[CH:45]=1)(=[O:43])=[O:42].[CH3:52][N:53]1[CH2:58][CH2:57][NH:56][CH2:55][CH2:54]1.C(N(CC)CC)C. Product: [Cl:28][C:29]1[CH:30]=[C:31]2[C:35](=[CH:36][CH:37]=1)[NH:34][C:33]([C:38]([N:56]1[CH2:57][CH2:58][N:53]([CH3:52])[CH2:54][CH2:55]1)=[O:40])=[C:32]2[S:41]([C:44]1[CH:45]=[C:46]([CH3:51])[CH:47]=[C:48]([CH3:50])[CH:49]=1)(=[O:42])=[O:43]. The catalyst class is: 18. (3) Reactant: [Br:1][C:2]1[C:7]([O:8][C:9]2[CH:14]=[CH:13][CH:12]=[CH:11][CH:10]=2)=[CH:6][CH:5]=[CH:4][C:3]=1F.[C:16]1([CH:23]=[CH:22][CH:21]=[C:19]([OH:20])[CH:18]=1)[OH:17].[C:24](=[O:27])([O-])[O-].[K+].[K+]. Product: [Br:1][C:2]1[C:7]([O:8][C:9]2[CH:14]=[CH:13][CH:12]=[CH:11][CH:10]=2)=[CH:6][CH:5]=[CH:4][C:3]=1[O:17][C:16]1[CH:23]=[CH:22][CH:21]=[C:19]([O:20][C:7]2[CH:6]=[CH:5][CH:4]=[C:3]([O:27][C:24]3[CH:13]=[CH:14][CH:9]=[CH:10][CH:11]=3)[C:2]=2[Br:1])[CH:18]=1. The catalyst class is: 37. (4) Reactant: [CH3:1][C:2]1([CH3:16])[C:6]([CH3:8])([CH3:7])[O:5][CH:4]([C:9]2[CH:14]=[CH:13][C:12]([OH:15])=[CH:11][CH:10]=2)[O:3]1.C([O-])([O-])=O.[Cs+].[Cs+].Br[CH2:24][C:25]([O:27][CH2:28][CH3:29])=[O:26].C(OCC)(=O)C. Product: [CH2:28]([O:27][C:25](=[O:26])[CH2:24][O:15][C:12]1[CH:13]=[CH:14][C:9]([CH:4]2[O:3][C:2]([CH3:16])([CH3:1])[C:6]([CH3:7])([CH3:8])[O:5]2)=[CH:10][CH:11]=1)[CH3:29]. The catalyst class is: 3.